Dataset: Reaction yield outcomes from USPTO patents with 853,638 reactions. Task: Predict the reaction yield, written as a fraction of the theoretical maximum amount of product (1.0 means a 100% yield; for example, 0.34 means a 34% yield). (1) The reactants are Cl[C:2]1[CH:7]=[C:6]([CH:8]2[CH2:13][CH2:12][N:11]([CH:14]3[CH2:17][O:16][CH2:15]3)[CH2:10][CH2:9]2)[CH:5]=[C:4]([Cl:18])[N:3]=1.Cl.[CH3:20][O:21][CH:22]1[CH2:25][NH:24][CH2:23]1.CCN(C(C)C)C(C)C.O. The catalyst is CS(C)=O. The product is [Cl:18][C:4]1[CH:5]=[C:6]([CH:8]2[CH2:13][CH2:12][N:11]([CH:14]3[CH2:17][O:16][CH2:15]3)[CH2:10][CH2:9]2)[CH:7]=[C:2]([N:24]2[CH2:25][CH:22]([O:21][CH3:20])[CH2:23]2)[N:3]=1. The yield is 0.603. (2) The reactants are [Li+].CC([N-]C(C)C)C.[F:9][C:10]1[CH:15]=[CH:14][CH:13]=[C:12]([C:16]2[CH:21]=[CH:20][CH:19]=[CH:18][CH:17]=2)[N:11]=1.[C:22](=[O:24])=[O:23].Cl. The catalyst is C1COCC1. The product is [F:9][C:10]1[C:15]([C:22]([OH:24])=[O:23])=[CH:14][CH:13]=[C:12]([C:16]2[CH:17]=[CH:18][CH:19]=[CH:20][CH:21]=2)[N:11]=1. The yield is 0.650.